Task: Predict the reaction yield, written as a fraction of the theoretical maximum amount of product (1.0 means a 100% yield; for example, 0.34 means a 34% yield).. Dataset: Reaction yield outcomes from USPTO patents with 853,638 reactions (1) The reactants are [CH:1]1([CH2:4][NH:5][C:6]([C:8]2[CH:13]=[CH:12][CH:11]=[C:10]([C:14]3[C:22]4[C:17](=[CH:18][CH:19]=[C:20]([C:23]5[N:27]=[CH:26][N:25](C(C6C=CC=CC=6)(C6C=CC=CC=6)C6C=CC=CC=6)[N:24]=5)[CH:21]=4)[N:16](C4CCCCO4)[N:15]=3)[CH:9]=2)=[O:7])[CH2:3][CH2:2]1.Cl.C(=O)(O)[O-].[Na+]. The catalyst is O1CCOCC1. The product is [NH:24]1[C:23]([C:20]2[CH:21]=[C:22]3[C:17](=[CH:18][CH:19]=2)[NH:16][N:15]=[C:14]3[C:10]2[CH:9]=[C:8]([C:6]([NH:5][CH2:4][CH:1]3[CH2:3][CH2:2]3)=[O:7])[CH:13]=[CH:12][CH:11]=2)=[N:27][CH:26]=[N:25]1. The yield is 0.540. (2) The reactants are [C:1]([O:5][C:6](=[O:42])[N:7]([C:30]1[CH:35]=[CH:34][C:33]([N:36]2[CH2:41][CH2:40][O:39][CH2:38][CH2:37]2)=[CH:32][CH:31]=1)[C:8]1[C:9]2[N:10]([N:27]=[CH:28][N:29]=2)[C:11]([Sn](CCCC)(CCCC)CCCC)=[CH:12][N:13]=1)([CH3:4])([CH3:3])[CH3:2].Br[C:44]1[CH:45]=[C:46]2[C:51](=[CH:52][CH:53]=1)[C:50](=[O:54])[NH:49][CH2:48][CH2:47]2. The catalyst is CN(C=O)C.C1C=CC([P]([Pd]([P](C2C=CC=CC=2)(C2C=CC=CC=2)C2C=CC=CC=2)([P](C2C=CC=CC=2)(C2C=CC=CC=2)C2C=CC=CC=2)[P](C2C=CC=CC=2)(C2C=CC=CC=2)C2C=CC=CC=2)(C2C=CC=CC=2)C2C=CC=CC=2)=CC=1. The product is [C:1]([O:5][C:6](=[O:42])[N:7]([C:30]1[CH:35]=[CH:34][C:33]([N:36]2[CH2:37][CH2:38][O:39][CH2:40][CH2:41]2)=[CH:32][CH:31]=1)[C:8]1[C:9]2[N:10]([N:27]=[CH:28][N:29]=2)[C:11]([C:44]2[CH:45]=[C:46]3[C:51](=[CH:52][CH:53]=2)[C:50](=[O:54])[NH:49][CH2:48][CH2:47]3)=[CH:12][N:13]=1)([CH3:4])([CH3:3])[CH3:2]. The yield is 0.370. (3) The reactants are [CH2:1]([C:4]1[NH:5][C:6]2[C:12]([C:13](OC)=O)=[CH:11][CH:10]=[CH:9][C:7]=2[N:8]=1)[CH2:2][CH3:3].O.[C:18](OCC)(=[O:20])[CH3:19]. The catalyst is C1COCC1. The product is [CH2:1]([C:4]1[NH:5][C:6]2[C:12]([CH2:13][CH:18]([OH:20])[CH3:19])=[CH:11][CH:10]=[CH:9][C:7]=2[N:8]=1)[CH2:2][CH3:3]. The yield is 0.680. (4) The reactants are C[O:2][C:3](=[O:42])[C@@H:4]1[CH2:8][CH:7]([O:9][C:10]2[CH:15]=[CH:14][C:13]([C:16]3[CH:21]=[CH:20][C:19]([C:22]4[C:27]5[O:28][C:29]6[CH:34]=[CH:33][CH:32]=[CH:31][C:30]=6[C:26]=5[CH:25]=[CH:24][CH:23]=4)=[CH:18][CH:17]=3)=[CH:12][CH:11]=2)[CH2:6][N:5]1[C:35]([O:37]C(C)(C)C)=[O:36].[OH-].[K+].Cl.[CH2:46]1[CH2:50]O[CH2:48][CH2:47]1. The catalyst is CO.C(OCC)(=O)C. The product is [CH:25]1[C:26]2[C:30]3[CH:31]=[CH:32][CH:33]=[CH:34][C:29]=3[O:28][C:27]=2[C:22]([C:19]2[CH:20]=[CH:21][C:16]([C:13]3[CH:12]=[CH:11][C:10]([O:9][CH:7]4[CH2:6][N:5]([C:35]([O:37][CH2:50][CH2:46][CH2:47][CH3:48])=[O:36])[C@H:4]([C:3]([OH:2])=[O:42])[CH2:8]4)=[CH:15][CH:14]=3)=[CH:17][CH:18]=2)=[CH:23][CH:24]=1. The yield is 0.820. (5) The reactants are [CH3:1][C:2]1[CH:7]=[CH:6][C:5]([O:8][C:9]2[CH:14]=[CH:13][CH:12]=[CH:11][CH:10]=2)=[CH:4][CH:3]=1.[Cl:15][S:16](O)(=[O:18])=[O:17].C(Cl)(=O)C(Cl)=O.CN(C=O)C. The catalyst is ClCCl. The product is [CH3:1][C:2]1[CH:7]=[CH:6][C:5]([O:8][C:9]2[CH:10]=[CH:11][C:12]([S:16]([Cl:15])(=[O:18])=[O:17])=[CH:13][CH:14]=2)=[CH:4][CH:3]=1. The yield is 0.570. (6) The reactants are [CH:1]([NH2:4])([CH3:3])[CH3:2].C1C=CC2N(O)N=NC=2C=1.C(N(C(C)C)CC)(C)C.C(Cl)CCl.[C:28]([O:32][C:33]([N:35]1[CH2:41][CH2:40][C:39]2[C:42]([NH:47][CH2:48][C:49]3[CH:54]=[CH:53][C:52]([C:55](O)=[O:56])=[C:51]([F:58])[CH:50]=3)=[C:43]([Cl:46])[CH:44]=[CH:45][C:38]=2[CH2:37][CH2:36]1)=[O:34])([CH3:31])([CH3:30])[CH3:29]. The catalyst is C1COCC1. The product is [C:28]([O:32][C:33]([N:35]1[CH2:41][CH2:40][C:39]2[C:42]([NH:47][CH2:48][C:49]3[CH:54]=[CH:53][C:52]([C:55](=[O:56])[NH:4][CH:1]([CH3:3])[CH3:2])=[C:51]([F:58])[CH:50]=3)=[C:43]([Cl:46])[CH:44]=[CH:45][C:38]=2[CH2:37][CH2:36]1)=[O:34])([CH3:30])([CH3:31])[CH3:29]. The yield is 1.00. (7) The reactants are [Na:1].[CH3:2][C:3]1[C:4]([CH2:20][S:21]([C:23]2[NH:27][C:26]3[CH:28]=[CH:29][CH:30]=[CH:31][C:25]=3[N:24]=2)=[O:22])=[N:5][CH:6]=[CH:7][C:8]=1[O:9][CH2:10][C:11]12[CH2:18][O:17][C:14]([CH3:19])([O:15][CH2:16]1)[O:13][CH2:12]2.[CH:32]1(C23OCC(CO)(CO2)CO3)[CH2:35]C[CH2:33]1. No catalyst specified. The product is [Na:1].[CH:19]1([C:14]23[O:15][CH2:16][C:11]([CH2:10][O:9][C:8]4[CH:7]=[CH:6][N:5]=[C:4]([CH2:20][S:21]([C:23]5[NH:24][C:25]6[CH:31]=[CH:30][CH:29]=[CH:28][C:26]=6[N:27]=5)=[O:22])[C:3]=4[CH3:2])([CH2:12][O:13]2)[CH2:18][O:17]3)[CH2:35][CH2:32][CH2:33]1. The yield is 0.0230.